This data is from Catalyst prediction with 721,799 reactions and 888 catalyst types from USPTO. The task is: Predict which catalyst facilitates the given reaction. (1) The catalyst class is: 4. Reactant: [NH:1]1[C:9]2[C:4](=[CH:5][CH:6]=[CH:7][CH:8]=2)[CH:3]=[N:2]1.[NH2:10]N.C1COCC1.O1CCOCC1. Product: [NH2:10][C:3]1[C:4]2[C:9](=[CH:8][CH:7]=[CH:6][CH:5]=2)[NH:1][N:2]=1. (2) Reactant: [CH:1]1([CH2:4][N:5]2[CH:9]=[C:8]([C:10]3[CH:11]=[C:12]4[N:18]=[CH:17][N:16]([C:19]5[CH:20]=[C:21]([NH2:33])[CH:22]=[C:23]([C:25]6[CH:30]=[CH:29][C:28]([F:31])=[CH:27][C:26]=6[F:32])[CH:24]=5)[C:13]4=[N:14][CH:15]=3)[N:7]=[N:6]2)[CH2:3][CH2:2]1.[CH:34]1([C:37](O)=[O:38])[CH2:36][CH2:35]1.CN(C(ON1N=NC2C=CC=NC1=2)=[N+](C)C)C.F[P-](F)(F)(F)(F)F.CCN(C(C)C)C(C)C. Product: [CH:1]1([CH2:4][N:5]2[CH:9]=[C:8]([C:10]3[CH:11]=[C:12]4[N:18]=[CH:17][N:16]([C:19]5[CH:20]=[C:21]([NH:33][C:37]([CH:34]6[CH2:36][CH2:35]6)=[O:38])[CH:22]=[C:23]([C:25]6[CH:30]=[CH:29][C:28]([F:31])=[CH:27][C:26]=6[F:32])[CH:24]=5)[C:13]4=[N:14][CH:15]=3)[N:7]=[N:6]2)[CH2:2][CH2:3]1. The catalyst class is: 3. (3) The catalyst class is: 1. Reactant: [Mg].Br[C:3]1[CH:8]=[CH:7][CH:6]=[C:5]([O:9][C:10]([F:13])([F:12])[F:11])[CH:4]=1.[F:14][C:15]1[CH:34]=[CH:33][C:18]([C:19]([N:21]2[CH2:26][CH2:25][CH:24]([C:27](=[O:32])N(C)OC)[CH2:23][CH2:22]2)=[O:20])=[CH:17][CH:16]=1. Product: [F:14][C:15]1[CH:34]=[CH:33][C:18]([C:19]([N:21]2[CH2:22][CH2:23][CH:24]([C:27](=[O:32])[C:3]3[CH:8]=[CH:7][CH:6]=[C:5]([O:9][C:10]([F:13])([F:12])[F:11])[CH:4]=3)[CH2:25][CH2:26]2)=[O:20])=[CH:17][CH:16]=1.